This data is from NCI-60 drug combinations with 297,098 pairs across 59 cell lines. The task is: Regression. Given two drug SMILES strings and cell line genomic features, predict the synergy score measuring deviation from expected non-interaction effect. (1) Drug 1: C1CCN(CC1)CCOC2=CC=C(C=C2)C(=O)C3=C(SC4=C3C=CC(=C4)O)C5=CC=C(C=C5)O. Drug 2: CNC(=O)C1=CC=CC=C1SC2=CC3=C(C=C2)C(=NN3)C=CC4=CC=CC=N4. Cell line: MOLT-4. Synergy scores: CSS=13.7, Synergy_ZIP=7.33, Synergy_Bliss=10.3, Synergy_Loewe=-6.58, Synergy_HSA=6.24. (2) Drug 1: CC1=C(C(CCC1)(C)C)C=CC(=CC=CC(=CC(=O)O)C)C. Drug 2: C1CNP(=O)(OC1)N(CCCl)CCCl. Cell line: HS 578T. Synergy scores: CSS=11.8, Synergy_ZIP=-7.95, Synergy_Bliss=-4.10, Synergy_Loewe=-12.8, Synergy_HSA=-2.80.